This data is from Forward reaction prediction with 1.9M reactions from USPTO patents (1976-2016). The task is: Predict the product of the given reaction. (1) The product is: [CH3:59][N:60]([CH3:66])[CH2:61][CH2:62][CH2:63][CH2:64][NH:65][C:56]([C:51]1[C:50]([C:45]2[CH:46]=[CH:47][CH:48]=[CH:49][C:44]=2[CH2:43][S:42][CH2:41][CH2:40][O:33][C:34]2[CH:39]=[CH:38][CH:37]=[CH:36][CH:35]=2)=[CH:55][CH:54]=[CH:53][CH:52]=1)=[O:58]. Given the reactants CN(C)CCCNC(C1C=C(C2C=CC(CSCCOC3C=CC=CC=3)=CC=2)C=CC=1)=O.[O:33]([CH2:40][CH2:41][S:42][CH2:43][C:44]1[CH:49]=[CH:48][CH:47]=[CH:46][C:45]=1[C:50]1[C:51]([C:56]([OH:58])=O)=[CH:52][CH:53]=[CH:54][CH:55]=1)[C:34]1[CH:39]=[CH:38][CH:37]=[CH:36][CH:35]=1.[CH3:59][N:60]([CH3:66])[CH2:61][CH2:62][CH2:63][CH2:64][NH2:65], predict the reaction product. (2) Given the reactants [Cl:1][C:2]1[CH:7]=[CH:6][C:5]([C@H:8]2[N:15]3[C:11]([S:12][C:13]([C:19]([N:21]4[CH2:28][CH2:27][CH2:26][C@H:22]4[C:23](O)=[O:24])=[O:20])=[C:14]3[CH:16]([CH3:18])[CH3:17])=[N:10][C@:9]2([C:30]2[CH:35]=[CH:34][C:33]([Cl:36])=[CH:32][CH:31]=2)[CH3:29])=[CH:4][CH:3]=1.[CH3:37][N:38]([CH2:42][CH2:43][NH:44][CH3:45])[C:39](=[O:41])[CH3:40], predict the reaction product. The product is: [C:39]([N:38]([CH3:37])[CH2:42][CH2:43][N:44]([CH3:45])[C:23](=[O:24])[C@@H:22]1[CH2:26][CH2:27][CH2:28][N:21]1[C:19]([C:13]1[S:12][C:11]2=[N:10][C@:9]([C:30]3[CH:35]=[CH:34][C:33]([Cl:36])=[CH:32][CH:31]=3)([CH3:29])[C@@H:8]([C:5]3[CH:6]=[CH:7][C:2]([Cl:1])=[CH:3][CH:4]=3)[N:15]2[C:14]=1[CH:16]([CH3:17])[CH3:18])=[O:20])(=[O:41])[CH3:40]. (3) Given the reactants [C:1]([CH2:4][C:5]1[CH:39]=[CH:38][C:8]([CH2:9][CH2:10][CH2:11][NH:12][C:13]2[CH:18]=[C:17]([O:19][CH3:20])[CH:16]=[CH:15][C:14]=2[C@@H:21]2[CH2:30][CH2:29][C:28]3[CH:27]=[C:26]([O:31]C(=O)C(C)(C)C)[CH:25]=[CH:24][C:23]=3[CH2:22]2)=[CH:7][CH:6]=1)(O)=O.[C:40]([NH:44][CH3:45])([CH3:43])([CH3:42])[CH3:41], predict the reaction product. The product is: [C:40]([N:44]([CH3:45])[CH2:1][CH2:4][C:5]1[CH:6]=[CH:7][C:8]([CH2:9][CH2:10][CH2:11][NH:12][C:13]2[CH:18]=[C:17]([O:19][CH3:20])[CH:16]=[CH:15][C:14]=2[C@@H:21]2[CH2:30][CH2:29][C:28]3[CH:27]=[C:26]([OH:31])[CH:25]=[CH:24][C:23]=3[CH2:22]2)=[CH:38][CH:39]=1)([CH3:43])([CH3:42])[CH3:41].